This data is from Reaction yield outcomes from USPTO patents with 853,638 reactions. The task is: Predict the reaction yield, written as a fraction of the theoretical maximum amount of product (1.0 means a 100% yield; for example, 0.34 means a 34% yield). The reactants are [N+:1]([CH:4]([CH2:11][CH2:12][CH2:13][CH2:14][CH2:15][CH2:16][CH2:17][CH2:18][CH2:19][CH2:20][CH2:21][CH2:22][CH2:23][CH2:24][CH2:25][CH2:26][CH3:27])[CH2:5][CH2:6][C:7]([O:9]C)=[O:8])([O-:3])=[O:2].Cl. The catalyst is COCCOC. The product is [N+:1]([CH:4]([CH2:11][CH2:12][CH2:13][CH2:14][CH2:15][CH2:16][CH2:17][CH2:18][CH2:19][CH2:20][CH2:21][CH2:22][CH2:23][CH2:24][CH2:25][CH2:26][CH3:27])[CH2:5][CH2:6][C:7]([OH:9])=[O:8])([O-:3])=[O:2]. The yield is 0.850.